Dataset: Reaction yield outcomes from USPTO patents with 853,638 reactions. Task: Predict the reaction yield, written as a fraction of the theoretical maximum amount of product (1.0 means a 100% yield; for example, 0.34 means a 34% yield). The reactants are Br[C:2]1[N:3]=[CH:4][N:5]([N:7]([CH2:15][CH3:16])[C:8](=[O:14])[O:9][C:10]([CH3:13])([CH3:12])[CH3:11])[CH:6]=1.[N:17]1[CH:22]=[CH:21][CH:20]=[C:19](B(O)O)[CH:18]=1.C([O-])([O-])=O.[K+].[K+].O. The catalyst is C1(C)C=CC=CC=1.CCO. The product is [CH2:15]([N:7]([N:5]1[CH:6]=[C:2]([C:19]2[CH:18]=[N:17][CH:22]=[CH:21][CH:20]=2)[N:3]=[CH:4]1)[C:8](=[O:14])[O:9][C:10]([CH3:13])([CH3:12])[CH3:11])[CH3:16]. The yield is 0.320.